The task is: Binary Classification. Given a miRNA mature sequence and a target amino acid sequence, predict their likelihood of interaction.. This data is from Experimentally validated miRNA-target interactions with 360,000+ pairs, plus equal number of negative samples. (1) Result: 1 (interaction). The protein sequence of the target gene is MEINHPDQLSVEHPTPPGDSSSLNQNGPGKQDGERCSTSGQAPEQEGSLHPEKGAHDVAEELSRQLEDIISTYGSAASPRGKESTSETKEQPPNTEAPDNEDVDYEETTEEIDREPTAPEEPAAAKEPVSNKEQKLEKKILKGLGKEANLLMQNLNKLQAPEEKLDFLFKKYTELLDEHRTEQKKLKLLLKQQAQTQREKDQLQSEHNRAVLARSKLESLCRELQRHNKTLKEETLQRAREEEEKRKEITSHFQTTLTDIQTQIEQQSERNMKLCQENTELAEKLKSIIDQYELREEHLD.... The miRNA is mmu-miR-1187 with sequence UAUGUGUGUGUGUAUGUGUGUAA. (2) Result: 0 (no interaction). The miRNA is hsa-miR-595 with sequence GAAGUGUGCCGUGGUGUGUCU. The protein sequence of the target gene is MSSPDAGYASDDQSQTQSALPAVMAGLGPCPWAESLSPIGDMKVKGEAPANSGAPAGAAGRAKGESRIRRPMNAFMVWAKDERKRLAQQNPDLHNAELSKMLGKSWKALTLAEKRPFVEEAERLRVQHMQDHPNYKYRPRRRKQVKRLKRVEGGFLHGLAEPQAAALGPEGGRVAMDGLGLQFPEQGFPAGPPLLPPHMGGHYRDCQSLGAPPLDGYPLPTPDTSPLDGVDPDPAFFAAPMPGDCPAAGTYSYAQVSDYAGPPEPPAGPMHPRLGPEPAGPSIPGLLAPPSALHVYYGAM.... (3) The miRNA is mmu-miR-721 with sequence CAGUGCAAUUAAAAGGGGGAA. The protein sequence of the target gene is MSSTLAKIAEIEAEMARTQKNKATAHHLGLLKARLAKLRRELITPKGGGGGGPGEGFDVAKTGDARIGFVGFPSVGKSTLLSNLAGVYSEVAAYEFTTLTTVPGVIRYKGAKIQLLDLPGIIEGAKDGKGRGRQVIAVARTCNLILIVLDVLKPLGHKKIIENELEGFGIRLNSKPPNIGFKKKDKGGINLTATCPQSELDAETVKSILAEYKIHNADVTLRSDATADDLIDVVEGNRVYIPCIYVLNKIDQISIEELDIIYKVPHCVPISAHHRWNFDDLLEKIWDYLKLVRIYTKPKG.... Result: 0 (no interaction). (4) The miRNA is hsa-miR-1285-5p with sequence GAUCUCACUUUGUUGCCCAGG. The protein sequence of the target gene is MARFALTVVRHGETRFNKEKIIQGQGVDEPLSETGFKQAAAAGIFLNNVKFTHAFSSDLMRTKQTMHGILERSKFCKDMTVKYDSRLRERKYGVVEGKALSELRAMAKAAREECPVFTPPGGETLDQVKMRGIDFFEFLCQLILKEADQKEQFSQGSPSNCLETSLAEIFPLGKNHSSKVNSDSGIPGLAASVLVVSHGAYMRSLFDYFLTDLKCSLPATLSRSELMSVTPNTGMSLFIINFEEGREVKPTVQCICMNLQDHLNGLTETR. Result: 1 (interaction). (5) The miRNA is hsa-miR-548z with sequence CAAAAACCGCAAUUACUUUUGCA. The protein sequence of the target gene is MEVDAPGVDGRDGLRERRGFSEGGRQNFDVRPQSGANGLPKHSYWLDLWLFILFDVVVFLFVYFLP. Result: 1 (interaction). (6) The miRNA is hsa-miR-3120-5p with sequence CCUGUCUGUGCCUGCUGUACA. The protein sequence of the target gene is MNDPFARMETRGPQGAANPMDSSRSLGDLGPFPREVGRGAPLAPGARNPATAGASRSQGGGHEDRTADRALGPRAGEELDRESWVREKVLFLLHPERWLGTRGDPAREEVAGAEDLPHAGGEDHGEEPNYPSVFQRQKRISGRRVAPPRDAADPPKYVLVRVEDYQVTQEVLQTSWAKGRMTTRTEEHFVTALTFRSSREGQPGERWGPAESRALQARTGASRVHAAGRRVSPSPGTWLEEIKL. Result: 1 (interaction). (7) The miRNA is mmu-miR-3064-5p with sequence UCUGGCUGUUGUGGUGUGCAAA. The protein sequence of the target gene is MVDAGGRCAAEGWRRMEAPPEGADLVPLDRYDAARAKIAANLQWICAKAYGLDNIPEDLRDPFYIDQYEQEHIKPPVIKLLLSSELYCRVCSLILKGDQVATLQGHQSVIQALSRKGIYVMESDDTPVTDADLSQAPIKMSGHMAMVDALMMAYTVEMISIEKVVASVKRFSTFSASKELPYDLEDAMVFWINKVNLKMREITEKEVKLKQQPLESPAHQKVRYRREHLSARQSPYFPLLEDLMRDGSDGAALLAVVHYYCPEQMKLDDICLKEVPSMADSLYNIRLLREFSNEHLNKCF.... Result: 1 (interaction). (8) The miRNA is hsa-miR-548y with sequence AAAAGUAAUCACUGUUUUUGCC. The protein sequence of the target gene is MKPGFSPRGGGFGGRGGFGDRGGRGGRGGFGGGRGRGGGFRGRGRGGGGGGGGGGGGGRGGGGFHSGGNRGRGRGGKRGNQSGKNVMVEPHRHEGVFICRGKEDALVTKNLVPGESVYGEKRVSISEGDDKIEYRAWNPFRSKLAAAILGGVDQIHIKPGAKVLYLGAASGTTVSHVSDIVGPDGLVYAVEFSHRSGRDLINLAKKRTNIIPVIEDARHPHKYRMLIAMVDVIFADVAQPDQTRIVALNAHTFLRNGGHFVISIKANCIDSTASAEAVFASEVKKMQQENMKPQEQLTLE.... Result: 0 (no interaction). (9) The miRNA is rno-miR-9a-3p with sequence AUAAAGCUAGAUAACCGAAAGU. The protein sequence of the target gene is MDVERLQEALKDFEKRGKKEVCPVLDQFLCHVAKTGETMIQWSQFKGYFIFKLEKVMDDFRTSAPEPRGPPNPNVEYIPFDEMKERILKIVTGFNGIPFTIQRLCELLTDPRRNYTGTDKFLRGVEKNVMVVSCVCPSSEKNNSNSLNRMNGVMFPGNSPNYTDRSNINGPGTPRPLNRPKLSLSAPLTTNGLPESTDSKDSELQLSEEKGHSDSSASESEVSLLSPVKNKHPDEDAVESEEHEVKRLKFDKEGDVRETASQTVSGEVSSVRAEETETAAPPPDKDRESRTRQHCTEEEE.... Result: 0 (no interaction).